From a dataset of Peptide-MHC class II binding affinity with 134,281 pairs from IEDB. Regression. Given a peptide amino acid sequence and an MHC pseudo amino acid sequence, predict their binding affinity value. This is MHC class II binding data. (1) The peptide sequence is TFDSEEPLQGPFNFR. The MHC is DRB3_0202 with pseudo-sequence DRB3_0202. The binding affinity (normalized) is 0.0815. (2) The peptide sequence is VPGNKKFVVNNLFFN. The MHC is HLA-DPA10201-DPB10101 with pseudo-sequence HLA-DPA10201-DPB10101. The binding affinity (normalized) is 0.529.